From a dataset of Reaction yield outcomes from USPTO patents with 853,638 reactions. Predict the reaction yield, written as a fraction of the theoretical maximum amount of product (1.0 means a 100% yield; for example, 0.34 means a 34% yield). The reactants are C[O:2][C:3](=[O:25])[C:4]1[CH:9]=[CH:8][C:7](C)=[N:6][C:5]=1[N:11]1[CH2:14][CH:13]([C:15]2[NH:19][C:18]3[CH:20]=[CH:21][C:22]([Cl:24])=[CH:23][C:17]=3[N:16]=2)[CH2:12]1.O.[Li+].[OH-].Cl. The catalyst is CO. The product is [Cl:24][C:22]1[CH:21]=[CH:20][C:18]2[NH:19][C:15]([CH:13]3[CH2:12][N:11]([C:5]4[N:6]=[CH:7][CH:8]=[CH:9][C:4]=4[C:3]([OH:25])=[O:2])[CH2:14]3)=[N:16][C:17]=2[CH:23]=1. The yield is 0.710.